This data is from Full USPTO retrosynthesis dataset with 1.9M reactions from patents (1976-2016). The task is: Predict the reactants needed to synthesize the given product. (1) The reactants are: Cl.[CH3:2][NH:3][O:4][CH3:5].C(N(CC)CC)C.[CH:13]([O:16][C:17]1[CH:18]=[C:19]([CH:23]=[C:24]([O:26][CH:27]([CH3:29])[CH3:28])[CH:25]=1)[C:20](Cl)=[O:21])([CH3:15])[CH3:14]. Given the product [CH:13]([O:16][C:17]1[CH:18]=[C:19]([CH:23]=[C:24]([O:26][CH:27]([CH3:29])[CH3:28])[CH:25]=1)[C:20]([N:3]([O:4][CH3:5])[CH3:2])=[O:21])([CH3:15])[CH3:14].[OH:26][C:24]1[CH:23]=[C:19]([CH:18]=[C:17]([OH:16])[CH:25]=1)[C:20]([OH:21])=[O:4], predict the reactants needed to synthesize it. (2) Given the product [NH2:19][C:18]1[C:2]([Cl:1])=[C:3]([CH:15]=[CH:16][CH:17]=1)[C:4]([N:6]1[CH2:10][CH2:9][CH2:8][C@H:7]1[C:11]([O:13][CH3:14])=[O:12])=[O:5], predict the reactants needed to synthesize it. The reactants are: [Cl:1][C:2]1[C:18]([N+:19]([O-])=O)=[CH:17][CH:16]=[CH:15][C:3]=1[C:4]([N:6]1[CH2:10][CH2:9][CH2:8][C@H:7]1[C:11]([O:13][CH3:14])=[O:12])=[O:5].[Sn](Cl)(Cl)(Cl)Cl.